Predict the reactants needed to synthesize the given product. From a dataset of Full USPTO retrosynthesis dataset with 1.9M reactions from patents (1976-2016). Given the product [CH3:23][O:24][C:25]1[CH:26]=[C:27]([C:2]2[N:7]=[CH:6][C:5]3[C:8]([C:17]4[CH:18]=[N:19][N:20]([CH3:22])[CH:21]=4)=[N:9][N:10]([CH:11]4[CH2:16][CH2:15][CH2:14][CH2:13][O:12]4)[C:4]=3[CH:3]=2)[CH:28]=[C:29]([O:31][CH3:32])[CH:30]=1, predict the reactants needed to synthesize it. The reactants are: Cl[C:2]1[N:7]=[CH:6][C:5]2[C:8]([C:17]3[CH:18]=[N:19][N:20]([CH3:22])[CH:21]=3)=[N:9][N:10]([CH:11]3[CH2:16][CH2:15][CH2:14][CH2:13][O:12]3)[C:4]=2[CH:3]=1.[CH3:23][O:24][C:25]1[CH:26]=[C:27](B2OC(C)(C)C(C)(C)O2)[CH:28]=[C:29]([O:31][CH3:32])[CH:30]=1.ClCCl.P([O-])([O-])([O-])=O.[K+].[K+].[K+].